From a dataset of Reaction yield outcomes from USPTO patents with 853,638 reactions. Predict the reaction yield, written as a fraction of the theoretical maximum amount of product (1.0 means a 100% yield; for example, 0.34 means a 34% yield). (1) The product is [CH:25]12[CH2:31][CH:29]3[CH2:28][CH:27]([CH2:32][CH:23]([CH2:30]3)[CH:24]1[NH:33][C:34]([N:1]1[CH2:5][CH2:4][C@@H:3]([NH:6][C:7](=[O:13])[O:8][C:9]([CH3:10])([CH3:12])[CH3:11])[CH2:2]1)=[O:35])[CH2:26]2. The yield is 0.150. The catalyst is C(Cl)Cl. The reactants are [NH:1]1[CH2:5][CH2:4][C@@H:3]([NH:6][C:7](=[O:13])[O:8][C:9]([CH3:12])([CH3:11])[CH3:10])[CH2:2]1.CCN(C(C)C)C(C)C.[CH:23]12[CH2:32][CH:27]3[CH2:28][CH:29]([CH2:31][CH:25]([CH2:26]3)[CH:24]1[N:33]=[C:34]=[O:35])[CH2:30]2.Cl. (2) The reactants are [F:1][C:2]1[CH:7]=[CH:6][C:5]([N:8]2[C@@H:12]([C:13]3[CH:18]=[CH:17][C:16]([N+:19]([O-])=O)=[CH:15][CH:14]=3)[CH2:11][CH2:10][C@@H:9]2[C:22]2[CH:27]=[CH:26][C:25]([N+:28]([O-])=O)=[CH:24][CH:23]=2)=[CH:4][CH:3]=1.C(O)C. The catalyst is O=[Pt]=O.C1COCC1. The product is [F:1][C:2]1[CH:7]=[CH:6][C:5]([N:8]2[C@@H:12]([C:13]3[CH:18]=[CH:17][C:16]([NH2:19])=[CH:15][CH:14]=3)[CH2:11][CH2:10][C@@H:9]2[C:22]2[CH:23]=[CH:24][C:25]([NH2:28])=[CH:26][CH:27]=2)=[CH:4][CH:3]=1. The yield is 0.370. (3) The product is [Cl:9][C:10]1[CH:15]=[C:14]([Cl:16])[CH:13]=[CH:12][C:11]=1[S:17]([NH:1][C:2]1[O:6][N:5]=[C:4]([CH3:7])[C:3]=1[Br:8])(=[O:19])=[O:18]. The reactants are [NH2:1][C:2]1[O:6][N:5]=[C:4]([CH3:7])[C:3]=1[Br:8].[Cl:9][C:10]1[CH:15]=[C:14]([Cl:16])[CH:13]=[CH:12][C:11]=1[S:17](Cl)(=[O:19])=[O:18]. No catalyst specified. The yield is 0.460. (4) The reactants are CN([CH:4]=[C:5]1[C:10](=O)[CH2:9][CH2:8][N:7]([CH3:12])[CH2:6]1)C.Cl.[NH2:14][C:15](=[NH:29])[N:16]1[CH2:20][CH2:19][C@@H:18]([NH:21][C:22](=[O:28])[O:23][C:24]([CH3:27])([CH3:26])[CH3:25])[CH2:17]1.C[O-].[Na+]. The catalyst is CO. The product is [CH3:12][N:7]1[CH2:8][CH2:9][C:10]2[N:29]=[C:15]([N:16]3[CH2:20][CH2:19][C@@H:18]([NH:21][C:22](=[O:28])[O:23][C:24]([CH3:26])([CH3:25])[CH3:27])[CH2:17]3)[N:14]=[CH:4][C:5]=2[CH2:6]1. The yield is 0.580. (5) The reactants are F.F.F.C(N(CC)CC)C.C(N(CC)CC)C.[Si]([O:35][CH2:36][C@H:37]1[O:41][C@@H:40]([N:42]2[CH:49]=[C:48]([CH3:50])[C:46](=[O:47])[NH:45][C:43]2=[O:44])[C@H:39]([O:51][CH2:52][CH2:53][O:54][N:55]([CH3:57])[CH3:56])[C@@H:38]1[OH:58])(C(C)(C)C)(C1C=CC=CC=1)C1C=CC=CC=1.CO. The catalyst is C1COCC1.C(Cl)Cl. The product is [CH3:56][N:55]([CH3:57])[O:54][CH2:53][CH2:52][O:51][C@@H:39]1[C@H:38]([OH:58])[C@@H:37]([CH2:36][OH:35])[O:41][C@H:40]1[N:42]1[CH:49]=[C:48]([CH3:50])[C:46](=[O:47])[NH:45][C:43]1=[O:44]. The yield is 0.925. (6) The reactants are Br[C:2]1[CH:3]=[CH:4][C:5]2[O:22][C:9]3[CH2:10][CH2:11][N:12]([C:15]([O:17][C:18]([CH3:21])([CH3:20])[CH3:19])=[O:16])[CH2:13][CH2:14][C:8]=3[C:6]=2[CH:7]=1.[CH2:23]([O:30][C:31]1[CH:36]=[CH:35][NH:34][C:33](=[O:37])[CH:32]=1)[C:24]1[CH:29]=[CH:28][CH:27]=[CH:26][CH:25]=1. No catalyst specified. The product is [CH2:23]([O:30][C:31]1[CH:36]=[CH:35][N:34]([C:2]2[CH:3]=[CH:4][C:5]3[O:22][C:9]4[CH2:10][CH2:11][N:12]([C:15]([O:17][C:18]([CH3:21])([CH3:20])[CH3:19])=[O:16])[CH2:13][CH2:14][C:8]=4[C:6]=3[CH:7]=2)[C:33](=[O:37])[CH:32]=1)[C:24]1[CH:25]=[CH:26][CH:27]=[CH:28][CH:29]=1. The yield is 0.300. (7) The reactants are [Cl:1][C:2]1[CH:3]=[C:4]([CH2:9][OH:10])[CH:5]=[N:6][C:7]=1Cl.CC(OC)(C)C.C([O-])([O-])=O.[Na+].[Na+].[CH3:23][N:24](C=O)C. The catalyst is CCCCCC.CCOC(C)=O.[C-]#N.[C-]#N.[Zn+2].C1C=CC([P]([Pd]([P](C2C=CC=CC=2)(C2C=CC=CC=2)C2C=CC=CC=2)([P](C2C=CC=CC=2)(C2C=CC=CC=2)C2C=CC=CC=2)[P](C2C=CC=CC=2)(C2C=CC=CC=2)C2C=CC=CC=2)(C2C=CC=CC=2)C2C=CC=CC=2)=CC=1. The product is [Cl:1][C:2]1[C:7]([C:23]#[N:24])=[N:6][CH:5]=[C:4]([CH2:9][OH:10])[CH:3]=1. The yield is 0.280. (8) The reactants are [CH3:1][C:2]1[CH:7]=[CH:6][C:5]([S:8]([O:11][CH2:12][CH:13]2[CH2:17][C:16]3[CH:18]=[CH:19][CH:20]=[C:21](OS(C(F)(F)F)(=O)=O)[C:15]=3[O:14]2)(=[O:10])=[O:9])=[CH:4][CH:3]=1.[Cl:30][C:31]1[CH:32]=[C:33](B(O)O)[CH:34]=[CH:35][C:36]=1[F:37].P([O-])([O-])([O-])=O.[K+].[K+].[K+].CC1C=CC(S(OCC2CC3C=CC=C(C4C=C(C(F)(F)F)C=C(C(F)(F)F)C=4)C=3O2)(=O)=O)=CC=1. The catalyst is C1C=CC([P]([Pd]([P](C2C=CC=CC=2)(C2C=CC=CC=2)C2C=CC=CC=2)([P](C2C=CC=CC=2)(C2C=CC=CC=2)C2C=CC=CC=2)[P](C2C=CC=CC=2)(C2C=CC=CC=2)C2C=CC=CC=2)(C2C=CC=CC=2)C2C=CC=CC=2)=CC=1. The product is [CH3:1][C:2]1[CH:7]=[CH:6][C:5]([S:8]([O:11][CH2:12][CH:13]2[CH2:17][C:16]3[CH:18]=[CH:19][CH:20]=[C:21]([C:33]4[CH:34]=[CH:35][C:36]([F:37])=[C:31]([Cl:30])[CH:32]=4)[C:15]=3[O:14]2)(=[O:9])=[O:10])=[CH:4][CH:3]=1. The yield is 0.480. (9) The reactants are Cl[CH2:2][CH2:3][CH2:4][CH:5]1[CH2:10][CH2:9][CH2:8][CH2:7][CH2:6]1.[NH2:11][CH2:12][CH:13]=[O:14].[I-].[Na+].[C:17](=[O:20])([O-])[O-].[K+].[K+].[CH3:23]N(C)C=O. The catalyst is O. The product is [CH:5]1([CH2:4][CH2:3][CH2:2][NH:11][CH2:12][CH:13]([O:20][CH3:17])[O:14][CH3:23])[CH2:10][CH2:9][CH2:8][CH2:7][CH2:6]1. The yield is 0.760. (10) The yield is 0.720. The reactants are [CH3:1][CH2:2][O:3][C:4]([C:6]1[NH:7][C:8]2[C:13]([CH:14]=1)=[CH:12][C:11]([C:15]([OH:17])=O)=[CH:10][CH:9]=2)=[O:5].F[B-](F)(F)F.N1(OC(N(C)C)=[N+](C)C)C2C=CC=CC=2N=N1.[NH:40]1[CH2:45][CH2:44][CH:43]([N:46]2[CH2:51][CH2:50][O:49][CH2:48][CH2:47]2)[CH2:42][CH2:41]1.C(N(CC)C(C)C)(C)C. The catalyst is CN(C)C=O. The product is [CH2:2]([O:3][C:4]([C:6]1[NH:7][C:8]2[C:13]([CH:14]=1)=[CH:12][C:11]([C:15]([N:40]1[CH2:45][CH2:44][CH:43]([N:46]3[CH2:51][CH2:50][O:49][CH2:48][CH2:47]3)[CH2:42][CH2:41]1)=[O:17])=[CH:10][CH:9]=2)=[O:5])[CH3:1].